From a dataset of Forward reaction prediction with 1.9M reactions from USPTO patents (1976-2016). Predict the product of the given reaction. (1) Given the reactants Cl.Cl.[Cl:3][C:4]1[CH:5]=[N:6][C:7]2[NH:8][C:9]3[CH:10]=[CH:11][CH:12]=[C:13]([CH:26]=3)[CH2:14][CH2:15][C:16]3[CH:24]=[C:20]([NH:21][C:22]=1[N:23]=2)[CH:19]=[CH:18][C:17]=3[NH2:25].[F:27][C:28]([F:33])([F:32])[C:29]([OH:31])=[O:30].[CH3:34][C:35]1[O:39][N:38]=[C:37]([N:40]2[CH2:45][CH2:44][CH:43]([CH2:46][C:47](O)=[O:48])[CH2:42][CH2:41]2)[CH:36]=1, predict the reaction product. The product is: [F:27][C:28]([F:33])([F:32])[C:29]([OH:31])=[O:30].[Cl:3][C:4]1[CH:5]=[N:6][C:7]2[NH:8][C:9]3[CH:10]=[CH:11][CH:12]=[C:13]([CH:26]=3)[CH2:14][CH2:15][C:16]3[CH:24]=[C:20]([NH:21][C:22]=1[N:23]=2)[CH:19]=[CH:18][C:17]=3[NH:25][C:47](=[O:48])[CH2:46][CH:43]1[CH2:42][CH2:41][N:40]([C:37]2[CH:36]=[C:35]([CH3:34])[O:39][N:38]=2)[CH2:45][CH2:44]1. (2) The product is: [C:1]([O:5][C:6]([N:8]1[CH2:13][CH2:12][C:11]([C:15](=[O:19])[NH2:16])([CH3:14])[CH2:10][CH2:9]1)=[O:7])([CH3:4])([CH3:2])[CH3:3]. Given the reactants [C:1]([O:5][C:6]([N:8]1[CH2:13][CH2:12][C:11]([C:15]#[N:16])([CH3:14])[CH2:10][CH2:9]1)=[O:7])([CH3:4])([CH3:3])[CH3:2].CS(C)=[O:19].[OH-].[Na+].OO, predict the reaction product. (3) Given the reactants [CH3:1][O:2][C:3]1[CH:4]=[C:5]2[C:10](=[CH:11][C:12]=1[O:13][CH3:14])[N:9]=[CH:8][CH:7]=[C:6]2[O:15][C:16]1[CH:22]=[CH:21][C:19]([NH2:20])=[C:18]([F:23])[CH:17]=1.C(N(CC)CC)C.ClC(Cl)(O[C:35](=[O:41])OC(Cl)(Cl)Cl)Cl.[NH2:43][C:44]1[S:45][C:46]([S:49][CH2:50][CH3:51])=[N:47][N:48]=1, predict the reaction product. The product is: [CH3:1][O:2][C:3]1[CH:4]=[C:5]2[C:10](=[CH:11][C:12]=1[O:13][CH3:14])[N:9]=[CH:8][CH:7]=[C:6]2[O:15][C:16]1[CH:22]=[CH:21][C:19]([NH:20][C:35]([NH:43][C:44]2[S:45][C:46]([S:49][CH2:50][CH3:51])=[N:47][N:48]=2)=[O:41])=[C:18]([F:23])[CH:17]=1.